This data is from Peptide-MHC class I binding affinity with 185,985 pairs from IEDB/IMGT. The task is: Regression. Given a peptide amino acid sequence and an MHC pseudo amino acid sequence, predict their binding affinity value. This is MHC class I binding data. (1) The peptide sequence is SLPKTSGHY. The MHC is HLA-A02:06 with pseudo-sequence HLA-A02:06. The binding affinity (normalized) is 0. (2) The peptide sequence is TIKRRIRQL. The MHC is HLA-B27:05 with pseudo-sequence HLA-B27:05. The binding affinity (normalized) is 0.0847. (3) The peptide sequence is ALVYDNKLK. The MHC is HLA-A03:01 with pseudo-sequence HLA-A03:01. The binding affinity (normalized) is 0.322.